From a dataset of Reaction yield outcomes from USPTO patents with 853,638 reactions. Predict the reaction yield, written as a fraction of the theoretical maximum amount of product (1.0 means a 100% yield; for example, 0.34 means a 34% yield). (1) The reactants are Cl[C:2]1[C:11]2[C:6](=[CH:7][C:8]([O:14][CH3:15])=[C:9]([O:12][CH3:13])[CH:10]=2)[N:5]=[CH:4][N:3]=1.[F:16][C:17]1[CH:22]=[C:21]([N+:23]([O-:25])=[O:24])[CH:20]=[CH:19][C:18]=1[NH2:26].Cl. The catalyst is C(C#N)(C)=O. The product is [CH3:13][O:12][C:9]1[CH:10]=[C:11]2[C:6](=[CH:7][C:8]=1[O:14][CH3:15])[N:5]=[CH:4][N:3]=[C:2]2[NH:26][C:18]1[CH:19]=[CH:20][C:21]([N+:23]([O-:25])=[O:24])=[CH:22][C:17]=1[F:16]. The yield is 0.800. (2) The reactants are [CH3:1][O:2][C:3]1[C:11]2[O:10][C:9]([CH3:12])=[CH:8][C:7]=2[C:6]([N+:13]([O-])=O)=[CH:5][CH:4]=1. The catalyst is CCO.[Pd]. The product is [CH3:1][O:2][C:3]1[C:11]2[O:10][C:9]([CH3:12])=[CH:8][C:7]=2[C:6]([NH2:13])=[CH:5][CH:4]=1. The yield is 0.580. (3) The reactants are [C:1]12([C:11]3[CH:31]=[CH:30][C:14]([O:15][CH2:16][C:17]([NH:19]C4C=C(C=CC=4O)C(O)=O)=[O:18])=[CH:13][CH:12]=3)[CH2:10][CH:5]3[CH2:6][CH:7]([CH2:9][CH:3]([CH2:4]3)[CH2:2]1)[CH2:8]2.[CH3:32][N:33]([C:35](ON1N=NC2C=CC=NC1=2)=[N+](C)C)[CH3:34].F[P-](F)(F)(F)(F)F.NCCCN1CC[O:63]CC1.CCN(C(C)C)C(C)C.C[N:76]([CH2:78][C:79]1[CH:84]=[C:83](CN(C)C)[C:82]([OH:89])=[C:81](CN(C)C)[CH:80]=1)[CH3:77]. No catalyst specified. The product is [C:1]12([C:11]3[CH:12]=[CH:13][C:14]([O:15][CH2:16][C:17]([NH:19][C:83]4[CH:84]=[C:79]([CH:80]=[CH:81][C:82]=4[OH:89])[C:78]([NH:76][CH2:77][CH2:32][N:33]([CH3:35])[CH3:34])=[O:63])=[O:18])=[CH:30][CH:31]=3)[CH2:10][CH:5]3[CH2:6][CH:7]([CH2:9][CH:3]([CH2:4]3)[CH2:2]1)[CH2:8]2. The yield is 0.145. (4) The catalyst is CN(C)C=O.C([O-])(=O)C.[Pd+2].C([O-])(=O)C. The reactants are [NH2:1][C:2]1[CH:7]=[CH:6][C:5](Br)=[CH:4][N:3]=1.C(N(CC)C(C)C)(C)C.[C:18]([O:22][CH2:23][CH3:24])(=[O:21])[CH:19]=[CH2:20].CC1C=CC=CC=1P(C1C=CC=CC=1C)C1C=CC=CC=1C. The yield is 0.890. The product is [NH2:1][C:2]1[N:3]=[CH:4][C:5]([CH:20]=[CH:19][C:18]([O:22][CH2:23][CH3:24])=[O:21])=[CH:6][CH:7]=1. (5) The reactants are [NH2:1][C:2]1[N:3]=[C:4](Cl)[C:5]2[C:10]([C:11]([F:14])([F:13])[F:12])=[CH:9][N:8]([CH2:15][CH:16]3[CH2:21][CH2:20][N:19](C(OCCCC)=O)[CH2:18][CH2:17]3)[C:6]=2[N:7]=1.[Si]([Br:34])(C)(C)C.C(#N)C.C([O-])(O)=O.[Na+]. The catalyst is CC(=O)OCC. The product is [Br:34][C:4]1[C:5]2[C:10]([C:11]([F:14])([F:13])[F:12])=[CH:9][N:8]([CH2:15][CH:16]3[CH2:21][CH2:20][NH:19][CH2:18][CH2:17]3)[C:6]=2[N:7]=[C:2]([NH2:1])[N:3]=1. The yield is 0.390. (6) The reactants are C([O:3][C:4](=[O:25])[CH2:5][CH2:6][NH:7][C:8]([C:10]1[C:14]([NH:15][C:16]([C:18]2[CH:23]=[CH:22][CH:21]=[C:20]([CH3:24])[N:19]=2)=[O:17])=[CH:13][NH:12][N:11]=1)=[O:9])C.[OH-].[Na+].CO.Cl. The catalyst is C1COCC1. The product is [CH3:24][C:20]1[N:19]=[C:18]([C:16]([NH:15][C:14]2[C:10]([C:8]([NH:7][CH2:6][CH2:5][C:4]([OH:25])=[O:3])=[O:9])=[N:11][NH:12][CH:13]=2)=[O:17])[CH:23]=[CH:22][CH:21]=1. The yield is 0.740. (7) The reactants are [OH:1][C:2]1[CH:3]=[C:4]([CH:7]=[CH:8][CH:9]=1)[CH:5]=[O:6].Cl[C:11]1[N:16]=[CH:15][CH:14]=[CH:13][N:12]=1.C([O-])([O-])=O.[K+].[K+].O. The catalyst is CS(C)=O. The product is [N:12]1[CH:13]=[CH:14][CH:15]=[N:16][C:11]=1[O:1][C:2]1[CH:3]=[C:4]([CH:7]=[CH:8][CH:9]=1)[CH:5]=[O:6]. The yield is 0.710. (8) The reactants are [CH2:1]([O:8][C:9]1[CH:18]=[C:17]2[C:12]([C:13](=O)[NH:14][CH:15]=[N:16]2)=[C:11]([O:20][CH:21]2[CH2:26][CH2:25][N:24]([CH3:27])[CH2:23][CH2:22]2)[CH:10]=1)[C:2]1[CH:7]=[CH:6][CH:5]=[CH:4][CH:3]=1.[Cl:28][C:29]1[CH:30]=[C:31]([CH:33]=[CH:34][C:35]=1[O:36][CH2:37][C:38]1[CH:43]=[CH:42][CH:41]=[C:40]([F:44])[CH:39]=1)[NH2:32]. No catalyst specified. The product is [CH2:1]([O:8][C:9]1[CH:18]=[C:17]2[C:12]([C:13]([NH:32][C:31]3[CH:33]=[CH:34][C:35]([O:36][CH2:37][C:38]4[CH:43]=[CH:42][CH:41]=[C:40]([F:44])[CH:39]=4)=[C:29]([Cl:28])[CH:30]=3)=[N:14][CH:15]=[N:16]2)=[C:11]([O:20][CH:21]2[CH2:26][CH2:25][N:24]([CH3:27])[CH2:23][CH2:22]2)[CH:10]=1)[C:2]1[CH:3]=[CH:4][CH:5]=[CH:6][CH:7]=1. The yield is 0.960.